Dataset: Forward reaction prediction with 1.9M reactions from USPTO patents (1976-2016). Task: Predict the product of the given reaction. (1) Given the reactants [I:1][C:2]1[CH:7]=[CH:6][C:5]([N:8]2[CH2:13][CH2:12][NH:11][CH2:10][CH2:9]2)=[CH:4][CH:3]=1.CCN(C(C)C)C(C)C.Cl[CH2:24][CH2:25][OH:26], predict the reaction product. The product is: [I:1][C:2]1[CH:3]=[CH:4][C:5]([N:8]2[CH2:13][CH2:12][N:11]([CH2:24][CH2:25][OH:26])[CH2:10][CH2:9]2)=[CH:6][CH:7]=1. (2) Given the reactants [Br:1][C:2]1[CH:27]=[N:26][C:5]2[N:6]=[C:7]([N:13]3[CH2:16][CH:15]([N:17](C)[C:18](=O)OC(C)(C)C)[CH2:14]3)[C:8]3[N:9]([CH:10]=[N:11][N:12]=3)[C:4]=2[CH:3]=1.C(O)(C(F)(F)F)=O, predict the reaction product. The product is: [Br:1][C:2]1[CH:27]=[N:26][C:5]2[N:6]=[C:7]([N:13]3[CH2:16][CH:15]([NH:17][CH3:18])[CH2:14]3)[C:8]3[N:9]([CH:10]=[N:11][N:12]=3)[C:4]=2[CH:3]=1.